This data is from Full USPTO retrosynthesis dataset with 1.9M reactions from patents (1976-2016). The task is: Predict the reactants needed to synthesize the given product. (1) Given the product [Cl:1][C:2]1[CH:3]=[CH:4][C:5]([NH:8][C:9](=[O:25])[C:10]2[CH:15]=[C:14]([CH3:16])[CH:13]=[CH:12][C:11]=2[NH:17][CH2:18][CH:19]2[CH2:24][CH2:23][N:22]([CH:29]([CH:26]3[CH2:28][CH2:27]3)[CH3:31])[CH2:21][CH2:20]2)=[N:6][CH:7]=1, predict the reactants needed to synthesize it. The reactants are: [Cl:1][C:2]1[CH:3]=[CH:4][C:5]([NH:8][C:9](=[O:25])[C:10]2[CH:15]=[C:14]([CH3:16])[CH:13]=[CH:12][C:11]=2[NH:17][CH2:18][CH:19]2[CH2:24][CH2:23][NH:22][CH2:21][CH2:20]2)=[N:6][CH:7]=1.[CH:26]1([C:29]([CH3:31])=O)[CH2:28][CH2:27]1.C([BH3-])#N.[Na+]. (2) Given the product [Br:11][C:8]1[CH:9]=[N:10][C:2]([OH:1])=[C:3]([CH:7]=1)[C:4]([OH:6])=[O:5], predict the reactants needed to synthesize it. The reactants are: [OH:1][C:2]1[N:10]=[CH:9][CH:8]=[CH:7][C:3]=1[C:4]([OH:6])=[O:5].[Br:11]Br. (3) Given the product [C:16]([O:15][C:13]([NH:12][CH2:11][CH2:10][C:7]1[CH:6]=[CH:5][C:4]([N+:1]([O-:3])=[O:2])=[CH:9][CH:8]=1)=[O:14])([CH3:19])([CH3:18])[CH3:17], predict the reactants needed to synthesize it. The reactants are: [N+:1]([C:4]1[CH:9]=[CH:8][C:7]([CH2:10][CH2:11][NH2:12])=[CH:6][CH:5]=1)([O-:3])=[O:2].[C:13](O[C:13]([O:15][C:16]([CH3:19])([CH3:18])[CH3:17])=[O:14])([O:15][C:16]([CH3:19])([CH3:18])[CH3:17])=[O:14]. (4) Given the product [CH3:12][C:11]1[C:2]([C:19]2[CH:24]=[CH:23][CH:22]=[CH:21][CH:20]=2)=[C:3]([O:15][CH2:16][O:17][CH3:18])[C:4]2[C:9]([CH:10]=1)=[CH:8][C:7]([O:13][CH3:14])=[CH:6][CH:5]=2, predict the reactants needed to synthesize it. The reactants are: Br[C:2]1[C:11]([CH3:12])=[CH:10][C:9]2[C:4](=[CH:5][CH:6]=[C:7]([O:13][CH3:14])[CH:8]=2)[C:3]=1[O:15][CH2:16][O:17][CH3:18].[C:19]1(B(O)O)[CH:24]=[CH:23][CH:22]=[CH:21][CH:20]=1.C(=O)([O-])[O-].[Na+].[Na+]. (5) Given the product [Cl:8][C:6]1[N:7]=[C:2]([O:13][CH3:12])[C:3](=[O:11])[O:4][C:5]=1[CH2:9][CH3:10], predict the reactants needed to synthesize it. The reactants are: Cl[C:2]1[C:3](=[O:11])[O:4][C:5]([CH2:9][CH3:10])=[C:6]([Cl:8])[N:7]=1.[CH3:12][OH:13].